Dataset: Reaction yield outcomes from USPTO patents with 853,638 reactions. Task: Predict the reaction yield, written as a fraction of the theoretical maximum amount of product (1.0 means a 100% yield; for example, 0.34 means a 34% yield). The product is [C:26]([OH:33])(=[O:32])/[CH:27]=[CH:28]\[C:29]([OH:31])=[O:30].[CH3:1][N:2]([CH2:9][CH2:10][O:11][C:12]1[CH:25]=[CH:24][C:15]([CH2:16][CH:17]2[S:21][C:20](=[O:22])[NH:19][C:18]2=[O:23])=[CH:14][CH:13]=1)[C:3]1[CH:8]=[CH:7][CH:6]=[CH:5][N:4]=1. The yield is 0.845. The catalyst is C(O)C. The reactants are [CH3:1][N:2]([CH2:9][CH2:10][O:11][C:12]1[CH:25]=[CH:24][C:15]([CH2:16][CH:17]2[S:21][C:20](=[O:22])[NH:19][C:18]2=[O:23])=[CH:14][CH:13]=1)[C:3]1[CH:8]=[CH:7][CH:6]=[CH:5][N:4]=1.[C:26]([OH:33])(=[O:32])/[CH:27]=[CH:28]\[C:29]([OH:31])=[O:30].